From a dataset of HIV replication inhibition screening data with 41,000+ compounds from the AIDS Antiviral Screen. Binary Classification. Given a drug SMILES string, predict its activity (active/inactive) in a high-throughput screening assay against a specified biological target. (1) The molecule is N#CC(=Cc1cc(O)c(O)c([N+](=O)[O-])c1)C(=O)NCCCNC(=O)C(C#N)=Cc1cc(O)c(O)c([N+](=O)[O-])c1. The result is 0 (inactive). (2) The drug is Cc1c(C)c2c(c(N)c1C#N)C(=O)N(Nc1ccccc1)C2=O. The result is 0 (inactive). (3) The compound is COc1cc(C)cc2c1C(=O)C(Br)(Br)CC2. The result is 0 (inactive). (4) The molecule is O=Cc1ccc(-c2ccc(S(=O)(=O)O)cc2)o1. The result is 0 (inactive). (5) The drug is COC(=O)C(=Cc1cn(C(C)=O)c2ccccc12)P(=O)(OC)OC. The result is 0 (inactive).